This data is from Reaction yield outcomes from USPTO patents with 853,638 reactions. The task is: Predict the reaction yield, written as a fraction of the theoretical maximum amount of product (1.0 means a 100% yield; for example, 0.34 means a 34% yield). (1) The reactants are [CH3:1][O:2][CH2:3][CH2:4][O:5][C:6]1[CH:11]=[CH:10][N:9]=[C:8]([NH2:12])[CH:7]=1.Cl[CH2:14][CH:15]=O. The catalyst is O1CCCC1. The product is [CH3:1][O:2][CH2:3][CH2:4][O:5][C:6]1[CH:11]=[CH:10][N:9]2[CH:14]=[CH:15][N:12]=[C:8]2[CH:7]=1. The yield is 1.00. (2) The reactants are I[C:2]1[C:3]2[S:11][CH:10]=[C:9]([C:12]3[CH:17]=[CH:16][C:15]([O:18][C:19]4[CH:24]=[CH:23][CH:22]=[CH:21][CH:20]=4)=[CH:14][CH:13]=3)[C:4]=2[C:5]([NH2:8])=[N:6][CH:7]=1.[C:25]([O:29][C:30]([CH3:33])([CH3:32])[CH3:31])(=[O:28])[CH:26]=[CH2:27].C1C=CC(P(C2C=CC=CC=2)C2C=CC=CC=2)=CC=1.C([O-])([O-])=O.[Na+].[Na+]. The catalyst is CC([O-])=O.CC([O-])=O.[Pd+2].CN(C=O)C. The product is [NH2:8][C:5]1[C:4]2[C:9]([C:12]3[CH:17]=[CH:16][C:15]([O:18][C:19]4[CH:24]=[CH:23][CH:22]=[CH:21][CH:20]=4)=[CH:14][CH:13]=3)=[CH:10][S:11][C:3]=2[C:2](/[CH:27]=[CH:26]/[C:25]([O:29][C:30]([CH3:33])([CH3:32])[CH3:31])=[O:28])=[CH:7][N:6]=1. The yield is 0.760.